The task is: Predict the product of the given reaction.. This data is from Forward reaction prediction with 1.9M reactions from USPTO patents (1976-2016). Given the reactants [CH3:1][O:2][C:3]([C:5]1[CH:6]=[C:7]([C:12]2[CH:17]=[CH:16][C:15]([CH3:18])=[CH:14][CH:13]=2)[CH:8]=[C:9]([NH2:11])[CH:10]=1)=[O:4].N1C=CC=CC=1.[C:25](OC(=O)C)(=[O:27])[CH3:26], predict the reaction product. The product is: [CH3:1][O:2][C:3]([C:5]1[CH:6]=[C:7]([C:12]2[CH:17]=[CH:16][C:15]([CH3:18])=[CH:14][CH:13]=2)[CH:8]=[C:9]([NH:11][C:25](=[O:27])[CH3:26])[CH:10]=1)=[O:4].